From a dataset of Forward reaction prediction with 1.9M reactions from USPTO patents (1976-2016). Predict the product of the given reaction. (1) Given the reactants [CH2:1]([N:3]1[C:12]2[C:7](=[N:8][CH:9]=[C:10]([CH2:13][C:14]3[CH:19]=[CH:18][C:17]([F:20])=[CH:16][CH:15]=3)[CH:11]=2)[C:6]([OH:21])=[C:5]([C:22](OCC)=[O:23])[C:4]1=[O:27])[CH3:2].[NH2:28][CH2:29][CH:30]([OH:32])[CH3:31], predict the reaction product. The product is: [CH2:1]([N:3]1[C:12]2[C:7](=[N:8][CH:9]=[C:10]([CH2:13][C:14]3[CH:15]=[CH:16][C:17]([F:20])=[CH:18][CH:19]=3)[CH:11]=2)[C:6]([OH:21])=[C:5]([C:22]([NH:28][CH2:29][CH:30]([OH:32])[CH3:31])=[O:23])[C:4]1=[O:27])[CH3:2]. (2) Given the reactants [CH3:1][C:2]1[CH:9]=[C:8]([C:10]2[CH:14]=[CH:13][NH:12][N:11]=2)[CH:7]=[CH:6][C:3]=1[C:4]#[N:5].Br[CH2:16][C@@H:17]([N:19]1[C:27](=[O:28])[C:26]2[C:21](=[CH:22][CH:23]=[CH:24][CH:25]=2)[C:20]1=[O:29])[CH3:18], predict the reaction product. The product is: [O:29]=[C:20]1[C:21]2[C:26](=[CH:25][CH:24]=[CH:23][CH:22]=2)[C:27](=[O:28])[N:19]1[C@@H:17]([CH3:18])[CH2:16][N:12]1[CH:13]=[CH:14][C:10]([C:8]2[CH:7]=[CH:6][C:3]([C:4]#[N:5])=[C:2]([CH3:1])[CH:9]=2)=[N:11]1. (3) Given the reactants [NH2:1][C:2]1[C:7]([CH3:8])=[C:6]([O:9][CH3:10])[CH:5]=[CH:4][C:3]=1[C:11]([CH3:13])=[O:12].[CH:14]([C:17]1[N:18]=[C:19]([C:22](Cl)=[O:23])[S:20][CH:21]=1)([CH3:16])[CH3:15], predict the reaction product. The product is: [CH:14]([C:17]1[N:18]=[C:19]([C:22]([NH:1][C:2]2[C:7]([CH3:8])=[C:6]([O:9][CH3:10])[CH:5]=[CH:4][C:3]=2[C:11](=[O:12])[CH3:13])=[O:23])[S:20][CH:21]=1)([CH3:16])[CH3:15]. (4) Given the reactants [C:1]([C:3]1[CH:8]=[CH:7][CH:6]=[CH:5][C:4]=1[CH3:9])#[CH:2].[CH2:10]([Sn:14]([CH2:22][CH2:23][CH2:24][CH3:25])([CH2:18][CH2:19][CH2:20][CH3:21])N(C)C)[CH2:11][CH2:12][CH3:13].[CH2:26]([N:33]=[N+:34]=[N-:35])[C:27]1[CH:32]=[CH:31][CH:30]=[CH:29][CH:28]=1, predict the reaction product. The product is: [CH2:26]([N:33]1[C:1]([C:3]2[CH:8]=[CH:7][CH:6]=[CH:5][C:4]=2[CH3:9])=[C:2]([Sn:14]([CH2:10][CH2:11][CH2:12][CH3:13])([CH2:18][CH2:19][CH2:20][CH3:21])[CH2:22][CH2:23][CH2:24][CH3:25])[N:35]=[N:34]1)[C:27]1[CH:32]=[CH:31][CH:30]=[CH:29][CH:28]=1. (5) The product is: [CH2:28]([N:8]1[C:9]2[C:4](=[CH:3][C:2]([Cl:1])=[CH:11][N:10]=2)[C:5]([N:15]2[CH2:20][CH2:19][N:18]([C:21]([C:23]3[O:24][CH:25]=[CH:26][CH:27]=3)=[O:22])[CH2:17][CH2:16]2)=[C:6]([C:13]#[N:14])[C:7]1=[O:12])[C:29]1[CH:34]=[CH:33][CH:32]=[CH:31][CH:30]=1. Given the reactants [Cl:1][C:2]1[CH:3]=[C:4]2[C:9](=[N:10][CH:11]=1)[NH:8][C:7](=[O:12])[C:6]([C:13]#[N:14])=[C:5]2[N:15]1[CH2:20][CH2:19][N:18]([C:21]([C:23]2[O:24][CH:25]=[CH:26][CH:27]=2)=[O:22])[CH2:17][CH2:16]1.[CH2:28](Br)[C:29]1[CH:34]=[CH:33][CH:32]=[CH:31][CH:30]=1, predict the reaction product. (6) Given the reactants [CH2:1]1[C:9]2[C:4](=[CH:5][CH:6]=[CH:7][CH:8]=2)[CH2:3][N:2]1[C:10]([NH:12][C:13]1[CH:23]=[CH:22][C:16]([C:17]([O:19]CC)=[O:18])=[CH:15][CH:14]=1)=[O:11].[Li+].[OH-], predict the reaction product. The product is: [CH2:1]1[C:9]2[C:4](=[CH:5][CH:6]=[CH:7][CH:8]=2)[CH2:3][N:2]1[C:10]([NH:12][C:13]1[CH:14]=[CH:15][C:16]([C:17]([OH:19])=[O:18])=[CH:22][CH:23]=1)=[O:11]. (7) Given the reactants [CH3:1][CH:2]1[NH:4][CH2:3]1.[OH-].[Na+].[Cl:7][C:8]1[CH:16]=[CH:15][C:11]([C:12](Cl)=[O:13])=[CH:10][CH:9]=1, predict the reaction product. The product is: [CH3:1][CH:2]1[N:4]([C:12]([C:11]2[CH:15]=[CH:16][C:8]([Cl:7])=[CH:9][CH:10]=2)=[O:13])[CH2:3]1.